The task is: Predict the product of the given reaction.. This data is from Forward reaction prediction with 1.9M reactions from USPTO patents (1976-2016). (1) Given the reactants [CH2:1]([NH:3][CH2:4][CH2:5][NH2:6])[CH3:2].C(N(CC)CC)C.[N+:14]([C:17]1[CH:22]=[CH:21][CH:20]=[CH:19][C:18]=1[S:23](Cl)(=[O:25])=[O:24])([O-:16])=[O:15].[C:27](O[C:27]([O:29][C:30]([CH3:33])([CH3:32])[CH3:31])=[O:28])([O:29][C:30]([CH3:33])([CH3:32])[CH3:31])=[O:28], predict the reaction product. The product is: [CH2:1]([N:3]([CH2:4][CH2:5][NH:6][S:23]([C:18]1[CH:19]=[CH:20][CH:21]=[CH:22][C:17]=1[N+:14]([O-:16])=[O:15])(=[O:25])=[O:24])[C:27](=[O:28])[O:29][C:30]([CH3:33])([CH3:32])[CH3:31])[CH3:2]. (2) Given the reactants C(N(CC)CC)C.[Cl:8][C:9]1[C:18]2[N:19]=[C:20]([CH2:27][O:28][CH2:29][CH3:30])[N:21]([CH2:22][CH2:23][CH2:24][C:25]#[CH:26])[C:17]=2[C:16]2[CH:15]=[CH:14][CH:13]=[CH:12][C:11]=2[N:10]=1.[OH:31][N:32]=[C:33](Cl)[CH3:34].C(=NO)C.ClN1C(=O)CCC1=O, predict the reaction product. The product is: [Cl:8][C:9]1[C:18]2[N:19]=[C:20]([CH2:27][O:28][CH2:29][CH3:30])[N:21]([CH2:22][CH2:23][CH2:24][C:25]3[O:31][N:32]=[C:33]([CH3:34])[CH:26]=3)[C:17]=2[C:16]2[CH:15]=[CH:14][CH:13]=[CH:12][C:11]=2[N:10]=1. (3) Given the reactants [N:1]1([C:7]2[S:11][N:10]=[C:9]([CH:12]3[CH2:17][CH2:16][O:15][CH2:14][CH2:13]3)[N:8]=2)[CH2:6][CH2:5][NH:4][CH2:3][CH2:2]1.Cl[CH2:19][C:20]1[CH:25]=[CH:24][CH:23]=[CH:22][C:21]=1[CH3:26].CCN(C(C)C)C(C)C, predict the reaction product. The product is: [CH3:19][C:20]1[CH:25]=[CH:24][CH:23]=[CH:22][C:21]=1[CH2:26][N:4]1[CH2:3][CH2:2][N:1]([C:7]2[S:11][N:10]=[C:9]([CH:12]3[CH2:17][CH2:16][O:15][CH2:14][CH2:13]3)[N:8]=2)[CH2:6][CH2:5]1.